From a dataset of Forward reaction prediction with 1.9M reactions from USPTO patents (1976-2016). Predict the product of the given reaction. Given the reactants [C:1]([C:3]1[CH:4]=[CH:5][C:6]([O:29][CH3:30])=[C:7]([S:9]([NH:12][CH2:13][CH2:14][C:15]2[CH:25]=[CH:24][C:23]([CH:26]([CH3:28])[CH3:27])=[CH:22][C:16]=2[O:17][CH2:18][C:19](O)=[O:20])(=[O:11])=[O:10])[CH:8]=1)#[N:2].[Cl-].[NH4+].O.O[N:35]1C2C=CC=CC=2N=N1.C(N(CC)C(C)C)(C)C.Cl.CN(C)CCCN=C=NCC, predict the reaction product. The product is: [C:1]([C:3]1[CH:4]=[CH:5][C:6]([O:29][CH3:30])=[C:7]([S:9]([NH:12][CH2:13][CH2:14][C:15]2[CH:25]=[CH:24][C:23]([CH:26]([CH3:27])[CH3:28])=[CH:22][C:16]=2[O:17][CH2:18][C:19]([NH2:35])=[O:20])(=[O:11])=[O:10])[CH:8]=1)#[N:2].